This data is from NCI-60 drug combinations with 297,098 pairs across 59 cell lines. The task is: Regression. Given two drug SMILES strings and cell line genomic features, predict the synergy score measuring deviation from expected non-interaction effect. (1) Cell line: M14. Drug 2: B(C(CC(C)C)NC(=O)C(CC1=CC=CC=C1)NC(=O)C2=NC=CN=C2)(O)O. Drug 1: CC1=C(C=C(C=C1)NC2=NC=CC(=N2)N(C)C3=CC4=NN(C(=C4C=C3)C)C)S(=O)(=O)N.Cl. Synergy scores: CSS=1.81, Synergy_ZIP=1.44, Synergy_Bliss=4.09, Synergy_Loewe=1.54, Synergy_HSA=0.774. (2) Drug 1: C1CC(=O)NC(=O)C1N2CC3=C(C2=O)C=CC=C3N. Drug 2: CC1=C2C(C(=O)C3(C(CC4C(C3C(C(C2(C)C)(CC1OC(=O)C(C(C5=CC=CC=C5)NC(=O)C6=CC=CC=C6)O)O)OC(=O)C7=CC=CC=C7)(CO4)OC(=O)C)O)C)OC(=O)C. Cell line: MALME-3M. Synergy scores: CSS=27.3, Synergy_ZIP=1.30, Synergy_Bliss=4.04, Synergy_Loewe=-26.0, Synergy_HSA=3.71. (3) Drug 1: COC1=CC(=CC(=C1O)OC)C2C3C(COC3=O)C(C4=CC5=C(C=C24)OCO5)OC6C(C(C7C(O6)COC(O7)C8=CC=CS8)O)O. Drug 2: CC1=C(C=C(C=C1)C(=O)NC2=CC(=CC(=C2)C(F)(F)F)N3C=C(N=C3)C)NC4=NC=CC(=N4)C5=CN=CC=C5. Cell line: LOX IMVI. Synergy scores: CSS=43.2, Synergy_ZIP=4.28, Synergy_Bliss=2.93, Synergy_Loewe=-7.54, Synergy_HSA=5.47.